Dataset: Reaction yield outcomes from USPTO patents with 853,638 reactions. Task: Predict the reaction yield, written as a fraction of the theoretical maximum amount of product (1.0 means a 100% yield; for example, 0.34 means a 34% yield). The reactants are [CH3:1][C:2]([C:4]1[C:9]([Cl:10])=[C:8]([F:11])[CH:7]=[CH:6][C:5]=1[Cl:12])=[O:3].[H-].[Al+3].[Li+].[H-].[H-].[H-].[OH-].[Na+].[O-]S([O-])(=O)=O.[Mg+2]. The catalyst is C1COCC1.O. The product is [Cl:10][C:9]1[C:8]([F:11])=[CH:7][CH:6]=[C:5]([Cl:12])[C:4]=1[CH:2]([OH:3])[CH3:1]. The yield is 0.950.